Task: Regression. Given two drug SMILES strings and cell line genomic features, predict the synergy score measuring deviation from expected non-interaction effect.. Dataset: NCI-60 drug combinations with 297,098 pairs across 59 cell lines (1) Drug 1: C1=C(C(=O)NC(=O)N1)F. Drug 2: C1CC(C1)(C(=O)O)C(=O)O.[NH2-].[NH2-].[Pt+2]. Cell line: SR. Synergy scores: CSS=72.1, Synergy_ZIP=-6.06, Synergy_Bliss=-10.1, Synergy_Loewe=-9.26, Synergy_HSA=-7.23. (2) Drug 1: CC1=CC=C(C=C1)C2=CC(=NN2C3=CC=C(C=C3)S(=O)(=O)N)C(F)(F)F. Drug 2: C1CC(=O)NC(=O)C1N2C(=O)C3=CC=CC=C3C2=O. Cell line: CCRF-CEM. Synergy scores: CSS=-3.79, Synergy_ZIP=12.6, Synergy_Bliss=3.38, Synergy_Loewe=-4.16, Synergy_HSA=-3.83. (3) Drug 2: CCC1(CC2CC(C3=C(CCN(C2)C1)C4=CC=CC=C4N3)(C5=C(C=C6C(=C5)C78CCN9C7C(C=CC9)(C(C(C8N6C)(C(=O)OC)O)OC(=O)C)CC)OC)C(=O)OC)O.OS(=O)(=O)O. Drug 1: C1=CC(=CC=C1C#N)C(C2=CC=C(C=C2)C#N)N3C=NC=N3. Cell line: NCI-H226. Synergy scores: CSS=4.00, Synergy_ZIP=-3.56, Synergy_Bliss=-1.36, Synergy_Loewe=-1.22, Synergy_HSA=-1.22. (4) Drug 1: CC1=C2C(C(=O)C3(C(CC4C(C3C(C(C2(C)C)(CC1OC(=O)C(C(C5=CC=CC=C5)NC(=O)OC(C)(C)C)O)O)OC(=O)C6=CC=CC=C6)(CO4)OC(=O)C)O)C)O. Synergy scores: CSS=16.2, Synergy_ZIP=-0.580, Synergy_Bliss=9.62, Synergy_Loewe=4.35, Synergy_HSA=6.35. Drug 2: C1=NC(=NC(=O)N1C2C(C(C(O2)CO)O)O)N. Cell line: HS 578T. (5) Drug 1: C1=CC=C(C(=C1)C(C2=CC=C(C=C2)Cl)C(Cl)Cl)Cl. Drug 2: CC12CCC3C(C1CCC2OP(=O)(O)O)CCC4=C3C=CC(=C4)OC(=O)N(CCCl)CCCl.[Na+]. Cell line: SN12C. Synergy scores: CSS=10.4, Synergy_ZIP=-1.53, Synergy_Bliss=-3.59, Synergy_Loewe=-7.59, Synergy_HSA=-7.31. (6) Drug 1: CN(C)C1=NC(=NC(=N1)N(C)C)N(C)C. Drug 2: CC12CCC3C(C1CCC2O)C(CC4=C3C=CC(=C4)O)CCCCCCCCCS(=O)CCCC(C(F)(F)F)(F)F. Cell line: NCI-H522. Synergy scores: CSS=1.01, Synergy_ZIP=-0.395, Synergy_Bliss=-0.160, Synergy_Loewe=-7.64, Synergy_HSA=-3.42. (7) Drug 1: C1=CC(=CC=C1CC(C(=O)O)N)N(CCCl)CCCl.Cl. Drug 2: C1=NC2=C(N1)C(=S)N=CN2. Cell line: BT-549. Synergy scores: CSS=12.6, Synergy_ZIP=-11.3, Synergy_Bliss=-16.9, Synergy_Loewe=-22.8, Synergy_HSA=-16.7. (8) Drug 1: CC(C)CN1C=NC2=C1C3=CC=CC=C3N=C2N. Drug 2: CC1CCCC2(C(O2)CC(NC(=O)CC(C(C(=O)C(C1O)C)(C)C)O)C(=CC3=CSC(=N3)C)C)C. Cell line: CAKI-1. Synergy scores: CSS=34.5, Synergy_ZIP=3.28, Synergy_Bliss=4.74, Synergy_Loewe=-3.17, Synergy_HSA=4.20.